This data is from Full USPTO retrosynthesis dataset with 1.9M reactions from patents (1976-2016). The task is: Predict the reactants needed to synthesize the given product. Given the product [Cl:40][CH2:7][C:8]1[CH:13]=[CH:12][C:11]([C:14]2[CH:19]=[C:18]([O:20][CH3:21])[CH:17]=[CH:16][C:15]=2[F:22])=[C:10]([C:23]([OH:30])([CH:27]([CH3:29])[CH3:28])[CH:24]([CH3:26])[CH3:25])[CH:9]=1, predict the reactants needed to synthesize it. The reactants are: CC([Si](C)(C)O[CH2:7][C:8]1[CH:13]=[CH:12][C:11]([C:14]2[CH:19]=[C:18]([O:20][CH3:21])[CH:17]=[CH:16][C:15]=2[F:22])=[C:10]([C:23]([OH:30])([CH:27]([CH3:29])[CH3:28])[CH:24]([CH3:26])[CH3:25])[CH:9]=1)(C)C.CN(C=O)C.S(Cl)([Cl:40])=O.